Dataset: Forward reaction prediction with 1.9M reactions from USPTO patents (1976-2016). Task: Predict the product of the given reaction. (1) Given the reactants [NH2:1][C:2]1[CH:7]=[CH:6][C:5]([CH2:8][CH2:9][C:10]2[N:11]=[C:12]([NH:26][C:27](=[O:29])[CH3:28])[S:13][C:14]=2[CH2:15][C:16]2[CH:21]=[CH:20][CH:19]=[C:18]([S:22]([CH3:25])(=[O:24])=[O:23])[CH:17]=2)=[CH:4][CH:3]=1.[C:30]([O:34][C:35]([NH:37][C:38](N1C=CC=N1)=[N:39][C:40]([O:42][C:43]([CH3:46])([CH3:45])[CH3:44])=[O:41])=[O:36])([CH3:33])([CH3:32])[CH3:31], predict the reaction product. The product is: [C:30]([O:34][C:35](=[O:36])[NH:37][CH:38]([NH:1][C:2]1[CH:3]=[CH:4][C:5]([CH2:8][CH2:9][C:10]2[N:11]=[C:12]([NH:26][C:27](=[O:29])[CH3:28])[S:13][C:14]=2[CH2:15][C:16]2[CH:21]=[CH:20][CH:19]=[C:18]([S:22]([CH3:25])(=[O:24])=[O:23])[CH:17]=2)=[CH:6][CH:7]=1)[NH:39][C:40](=[O:41])[O:42][C:43]([CH3:46])([CH3:45])[CH3:44])([CH3:33])([CH3:31])[CH3:32]. (2) Given the reactants [Cl:1][C:2]1[CH:7]=[CH:6][C:5]([N:8]=[C:9]=[O:10])=[CH:4][CH:3]=1.C(OC([N:18]1[CH2:23][CH2:22][NH:21][CH:20]([C:24]2[CH:29]=[CH:28][CH:27]=[CH:26][CH:25]=2)[CH2:19]1)=O)(C)(C)C, predict the reaction product. The product is: [Cl:1][C:2]1[CH:7]=[CH:6][C:5]([NH:8][C:9]([N:21]2[CH2:22][CH2:23][NH:18][CH2:19][CH:20]2[C:24]2[CH:29]=[CH:28][CH:27]=[CH:26][CH:25]=2)=[O:10])=[CH:4][CH:3]=1. (3) Given the reactants [C:1]([CH:4]1[CH2:9][CH2:8][CH:7]([NH:10][C:11](=[O:20])[O:12][CH2:13][C:14]2[CH:19]=[CH:18][CH:17]=[CH:16][CH:15]=2)[CH2:6][CH2:5]1)(=[S:3])[NH2:2].[Cl:21][CH2:22][C:23](=O)[CH2:24]Cl.[O-]S([O-])(=O)=O.[Mg+2], predict the reaction product. The product is: [Cl:21][CH2:22][C:23]1[N:2]=[C:1]([CH:4]2[CH2:5][CH2:6][CH:7]([NH:10][C:11](=[O:20])[O:12][CH2:13][C:14]3[CH:19]=[CH:18][CH:17]=[CH:16][CH:15]=3)[CH2:8][CH2:9]2)[S:3][CH:24]=1. (4) Given the reactants I[C:2]1[CH:28]=[CH:27][CH:26]=[CH:25][C:3]=1[CH2:4][C:5]1[S:6][C:7]2[N:8]=[CH:9][N:10]=[C:11]([NH:14][C:15]3[CH:20]=[CH:19][C:18]([C:21]([F:24])([F:23])[F:22])=[CH:17][CH:16]=3)[C:12]=2[N:13]=1.[Cu](C#N)[C:30]#[N:31], predict the reaction product. The product is: [F:22][C:21]([F:24])([F:23])[C:18]1[CH:19]=[CH:20][C:15]([NH:14][C:11]2[C:12]3[N:13]=[C:5]([CH2:4][C:3]4[CH:25]=[CH:26][CH:27]=[CH:28][C:2]=4[C:30]#[N:31])[S:6][C:7]=3[N:8]=[CH:9][N:10]=2)=[CH:16][CH:17]=1. (5) Given the reactants [C:1]([O:5][C:6]([N:8]1[CH2:13][CH2:12][N:11](C2C(=O)N(CC(C)C)N=C(C3C=CC(C)=C(F)C=3)C=2C)[CH2:10][CH2:9]1)=[O:7])([CH3:4])([CH3:3])[CH3:2].[CH2:34]([N:43]1[C:48](=[O:49])[C:47](COS(C)(=O)=O)=[CH:46][C:45]([C:56]2[CH:61]=[CH:60][C:59]([F:62])=[C:58]([CH3:63])[CH:57]=2)=[N:44]1)[CH:35]=[CH:36][C:37]1[CH:42]=[CH:41][CH:40]=[CH:39][CH:38]=1.N1(C(OC(C)(C)C)=O)CCNC[CH2:65]1, predict the reaction product. The product is: [C:1]([O:5][C:6]([N:8]1[CH2:13][CH2:12][N:11]([C:47]2[C:48](=[O:49])[N:43]([CH2:34][CH:35]=[CH:36][C:37]3[CH:38]=[CH:39][CH:40]=[CH:41][CH:42]=3)[N:44]=[C:45]([C:56]3[CH:61]=[CH:60][C:59]([F:62])=[C:58]([CH3:63])[CH:57]=3)[C:46]=2[CH3:65])[CH2:10][CH2:9]1)=[O:7])([CH3:4])([CH3:2])[CH3:3]. (6) Given the reactants [C:1]([O:5][C:6]([NH:8][C@@H:9]([CH2:23][CH:24]=O)[C:10]([O:12][C@@H:13]1[CH2:18][C@H:17]([CH3:19])[CH2:16][CH2:15][C@H:14]1[CH:20]([CH3:22])[CH3:21])=[O:11])=[O:7])([CH3:4])([CH3:3])[CH3:2].[CH:26]1([N:31]2[C:40]3[N:39]=[C:38]([NH:41][C:42]4[CH:56]=[CH:55][C:45]([C:46]([NH:48][CH:49]5[CH2:54][CH2:53][NH:52][CH2:51][CH2:50]5)=[O:47])=[CH:44][C:43]=4[O:57][CH3:58])[N:37]=[CH:36][C:35]=3[N:34]([CH3:59])[C:33](=[O:60])[C@H:32]2[CH2:61][CH3:62])[CH2:30][CH2:29][CH2:28][CH2:27]1.C(O[BH-](OC(=O)C)OC(=O)C)(=O)C.[Na+].C([O-])(O)=O.[Na+], predict the reaction product. The product is: [C:1]([O:5][C:6]([NH:8][C@@H:9]([CH2:23][CH2:24][N:52]1[CH2:51][CH2:50][CH:49]([NH:48][C:46](=[O:47])[C:45]2[CH:55]=[CH:56][C:42]([NH:41][C:38]3[N:37]=[CH:36][C:35]4[N:34]([CH3:59])[C:33](=[O:60])[C@@H:32]([CH2:61][CH3:62])[N:31]([CH:26]5[CH2:30][CH2:29][CH2:28][CH2:27]5)[C:40]=4[N:39]=3)=[C:43]([O:57][CH3:58])[CH:44]=2)[CH2:54][CH2:53]1)[C:10]([O:12][C@@H:13]1[CH2:18][C@H:17]([CH3:19])[CH2:16][CH2:15][C@H:14]1[CH:20]([CH3:22])[CH3:21])=[O:11])=[O:7])([CH3:3])([CH3:4])[CH3:2]. (7) Given the reactants [NH2:1][CH2:2][C:3]1[C:4](=[O:9])[NH:5][CH:6]=[N:7][N:8]=1.CCN(C(C)C)C(C)C.[CH:19]1([C:23](Cl)=[O:24])[CH2:22][CH2:21][CH2:20]1, predict the reaction product. The product is: [O:9]=[C:4]1[C:3]([CH2:2][NH:1][C:23]([CH:19]2[CH2:22][CH2:21][CH2:20]2)=[O:24])=[N:8][N:7]=[CH:6][NH:5]1. (8) The product is: [O:10]=[C:8]([N:27]1[CH2:28][CH2:29][N:24]([CH3:23])[CH2:25][CH2:26]1)[CH2:7][C:4]1[CH:3]=[CH:2][N:1]=[CH:6][CH:5]=1. Given the reactants [N:1]1[CH:6]=[CH:5][C:4]([CH2:7][C:8]([OH:10])=O)=[CH:3][CH:2]=1.C(N1C=CN=C1)(N1C=CN=C1)=O.[CH3:23][N:24]1[CH2:29][CH2:28][NH:27][CH2:26][CH2:25]1, predict the reaction product. (9) Given the reactants [NH2:1][C:2]1[CH:7]=[CH:6][CH:5]=[CH:4][C:3]=1[NH:8][C:9](=O)[CH2:10][CH:11]1[S:15][C:14]([NH:16][C:17]2[CH:22]=[CH:21][CH:20]=[CH:19][CH:18]=2)=[N:13][C:12]1=[O:23], predict the reaction product. The product is: [NH:16]([C:14]1[S:15][CH:11]([CH2:10][C:9]2[NH:8][C:3]3[CH:4]=[CH:5][CH:6]=[CH:7][C:2]=3[N:1]=2)[C:12](=[O:23])[N:13]=1)[C:17]1[CH:22]=[CH:21][CH:20]=[CH:19][CH:18]=1. (10) Given the reactants [Br:1][C:2]1[CH:7]=[CH:6][C:5](I)=[CH:4][CH:3]=1.[C:9]1([C:31]2[CH:36]=[CH:35][CH:34]=[CH:33][CH:32]=2)[CH:14]=[CH:13][C:12]([NH:15][C:16]2[CH:28]=[CH:27][C:26]3[C:25]4[C:20](=[CH:21][CH:22]=[CH:23][CH:24]=4)[C:19]([CH3:30])([CH3:29])[C:18]=3[CH:17]=2)=[CH:11][CH:10]=1.N#N.P(C(C)(C)C)(C(C)(C)C)C(C)(C)C.CC([O-])(C)C.[Na+], predict the reaction product. The product is: [C:9]1([C:31]2[CH:32]=[CH:33][CH:34]=[CH:35][CH:36]=2)[CH:14]=[CH:13][C:12]([N:15]([C:5]2[CH:6]=[CH:7][C:2]([Br:1])=[CH:3][CH:4]=2)[C:16]2[CH:28]=[CH:27][C:26]3[C:25]4[C:20](=[CH:21][CH:22]=[CH:23][CH:24]=4)[C:19]([CH3:30])([CH3:29])[C:18]=3[CH:17]=2)=[CH:11][CH:10]=1.